From a dataset of Forward reaction prediction with 1.9M reactions from USPTO patents (1976-2016). Predict the product of the given reaction. (1) The product is: [Br:1][C:2]1[C:10]2[N:9]=[C:8]([CH3:11])[N:7]([CH2:19][C:20]3[C:29]4[C:24](=[CH:25][CH:26]=[CH:27][CH:28]=4)[CH:23]=[CH:22][CH:21]=3)[C:6]=2[CH:5]=[C:4]([N:12]2[CH2:17][CH2:16][O:15][CH2:14][CH2:13]2)[CH:3]=1. Given the reactants [Br:1][C:2]1[C:10]2[N:9]=[C:8]([CH3:11])[NH:7][C:6]=2[CH:5]=[C:4]([N:12]2[CH2:17][CH2:16][O:15][CH2:14][CH2:13]2)[CH:3]=1.Br[CH2:19][C:20]1[C:29]2[C:24](=[CH:25][CH:26]=[CH:27][CH:28]=2)[CH:23]=[CH:22][CH:21]=1.C(=O)([O-])[O-].[K+].[K+].O, predict the reaction product. (2) Given the reactants [CH3:1][O:2][C:3]1[CH:4]=[C:5]2[C:10](=[CH:11][C:12]=1[O:13][CH3:14])[N:9]=[CH:8][CH:7]=[C:6]2[O:15][C:16]1[CH:21]=[CH:20][C:19]([NH:22][C:23](=O)[CH2:24][O:25][C:26]2[CH:31]=[CH:30][CH:29]=[CH:28][C:27]=2[Cl:32])=[CH:18][CH:17]=1.Cl.[OH-].[Na+], predict the reaction product. The product is: [Cl:32][C:27]1[CH:28]=[CH:29][CH:30]=[CH:31][C:26]=1[O:25][CH2:24][CH2:23][NH:22][C:19]1[CH:20]=[CH:21][C:16]([O:15][C:6]2[C:5]3[C:10](=[CH:11][C:12]([O:13][CH3:14])=[C:3]([O:2][CH3:1])[CH:4]=3)[N:9]=[CH:8][CH:7]=2)=[CH:17][CH:18]=1. (3) Given the reactants [OH:1][CH2:2][C:3]1([CH2:7][O:8][C:9]2[C:14]([O:15][CH3:16])=[C:13]([O:17][CH3:18])[CH:12]=[CH:11][C:10]=2[C:19]2[CH:27]=[CH:26][CH:25]=[C:24]3[C:20]=2[CH2:21][CH2:22][C:23]3=[O:28])[CH2:6][O:5][CH2:4]1.C(N(CC)CC)C.[S:36](Cl)([CH3:39])(=[O:38])=[O:37], predict the reaction product. The product is: [CH3:39][S:36]([O:1][CH2:2][C:3]1([CH2:7][O:8][C:9]2[C:10]([C:19]3[CH:27]=[CH:26][CH:25]=[C:24]4[C:20]=3[CH2:21][CH2:22][C:23]4=[O:28])=[CH:11][CH:12]=[C:13]([O:17][CH3:18])[C:14]=2[O:15][CH3:16])[CH2:4][O:5][CH2:6]1)(=[O:38])=[O:37]. (4) Given the reactants C(N1[CH2:13][CH2:12][N:11]([CH:14]2[CH2:17]N(C(OC(C)(C)C)=O)[CH2:15]2)[CH2:10][CH2:9]1)C1C=CC=CC=1.F[C:26](F)(F)C(O)=O.CCN=C=NCCCN(C)C.C1(CC(O)=O)C=CC=CC=1.C1C=CC2N(O)N=NC=2C=1, predict the reaction product. The product is: [CH2:12]([N:11]([CH:10]([CH3:9])[CH3:26])[CH:14]([CH3:17])[CH3:15])[CH3:13].